From a dataset of NCI-60 drug combinations with 297,098 pairs across 59 cell lines. Regression. Given two drug SMILES strings and cell line genomic features, predict the synergy score measuring deviation from expected non-interaction effect. (1) Synergy scores: CSS=27.8, Synergy_ZIP=-0.533, Synergy_Bliss=-4.19, Synergy_Loewe=-23.0, Synergy_HSA=-3.17. Drug 1: CC1=C2C(C(=O)C3(C(CC4C(C3C(C(C2(C)C)(CC1OC(=O)C(C(C5=CC=CC=C5)NC(=O)OC(C)(C)C)O)O)OC(=O)C6=CC=CC=C6)(CO4)OC(=O)C)OC)C)OC. Drug 2: CCCCC(=O)OCC(=O)C1(CC(C2=C(C1)C(=C3C(=C2O)C(=O)C4=C(C3=O)C=CC=C4OC)O)OC5CC(C(C(O5)C)O)NC(=O)C(F)(F)F)O. Cell line: SF-268. (2) Drug 1: CC12CCC3C(C1CCC2O)C(CC4=C3C=CC(=C4)O)CCCCCCCCCS(=O)CCCC(C(F)(F)F)(F)F. Drug 2: CCC1(C2=C(COC1=O)C(=O)N3CC4=CC5=C(C=CC(=C5CN(C)C)O)N=C4C3=C2)O.Cl. Cell line: HT29. Synergy scores: CSS=21.5, Synergy_ZIP=-3.48, Synergy_Bliss=-5.05, Synergy_Loewe=-23.8, Synergy_HSA=-4.18. (3) Synergy scores: CSS=43.0, Synergy_ZIP=5.36, Synergy_Bliss=4.21, Synergy_Loewe=-20.9, Synergy_HSA=3.53. Drug 1: C1=CC(=C2C(=C1NCCNCCO)C(=O)C3=C(C=CC(=C3C2=O)O)O)NCCNCCO. Cell line: COLO 205. Drug 2: C1=CC(=CC=C1C#N)C(C2=CC=C(C=C2)C#N)N3C=NC=N3. (4) Drug 1: CCN(CC)CCNC(=O)C1=C(NC(=C1C)C=C2C3=C(C=CC(=C3)F)NC2=O)C. Drug 2: COC1=C2C(=CC3=C1OC=C3)C=CC(=O)O2. Cell line: NCI-H522. Synergy scores: CSS=-9.14, Synergy_ZIP=3.60, Synergy_Bliss=1.28, Synergy_Loewe=-9.15, Synergy_HSA=-9.05.